This data is from Forward reaction prediction with 1.9M reactions from USPTO patents (1976-2016). The task is: Predict the product of the given reaction. (1) Given the reactants [C:1]([N:8]([CH2:13][CH2:14][CH3:15])[O:9][CH2:10][CH:11]=[CH2:12])([O:3][C:4]([CH3:7])([CH3:6])[CH3:5])=[O:2], predict the reaction product. The product is: [C:1]([N:8]([CH2:13][CH2:14][CH3:15])[O:9][CH2:10][CH2:11][CH3:12])([O:3][C:4]([CH3:5])([CH3:6])[CH3:7])=[O:2]. (2) Given the reactants [C:1]([O:5][C:6]([N:8]1[CH2:13][C@@H:12]2[C@@H:10]([CH2:11]2)[C@H:9]1[CH2:14][NH2:15])=[O:7])([CH3:4])([CH3:3])[CH3:2].[CH3:16][C:17]1[N:18]=[C:19]2[N:23]([C:24]=1[C:25](O)=[O:26])[CH:22]=[CH:21][S:20]2, predict the reaction product. The product is: [C:1]([O:5][C:6]([N:8]1[CH2:13][C@@H:12]2[C@@H:10]([CH2:11]2)[C@H:9]1[CH2:14][NH:15][C:25]([C:24]1[N:23]2[C:19]([S:20][CH:21]=[CH:22]2)=[N:18][C:17]=1[CH3:16])=[O:26])=[O:7])([CH3:4])([CH3:3])[CH3:2]. (3) Given the reactants [CH3:1][C:2]([C:9]1[CH:14]=[CH:13][CH:12]=[CH:11][CH:10]=1)([CH3:8])[C:3](=[O:7])[C:4]([OH:6])=[O:5].[Br:15]Br, predict the reaction product. The product is: [CH3:8][C:2]([C:9]1[CH:10]=[CH:11][C:12]([Br:15])=[CH:13][CH:14]=1)([CH3:1])[C:3](=[O:7])[C:4]([OH:6])=[O:5].